This data is from Forward reaction prediction with 1.9M reactions from USPTO patents (1976-2016). The task is: Predict the product of the given reaction. Given the reactants [Br:1][CH2:2][C:3]([O:5][CH2:6][CH2:7][C:8]1[S:12][CH:11]=[N:10][C:9]=1[CH3:13])=[O:4].[C:14]1([P:20]([C:27]2[CH:32]=[CH:31][CH:30]=[CH:29][CH:28]=2)[C:21]2[CH:26]=[CH:25][CH:24]=[CH:23][CH:22]=2)[CH:19]=[CH:18][CH:17]=[CH:16][CH:15]=1, predict the reaction product. The product is: [Br-:1].[CH3:13][C:9]1[N:10]=[CH:11][S:12][C:8]=1[CH2:7][CH2:6][O:5][C:3](=[O:4])[CH2:2][P+:20]([C:21]1[CH:22]=[CH:23][CH:24]=[CH:25][CH:26]=1)([C:27]1[CH:32]=[CH:31][CH:30]=[CH:29][CH:28]=1)[C:14]1[CH:15]=[CH:16][CH:17]=[CH:18][CH:19]=1.